Dataset: Full USPTO retrosynthesis dataset with 1.9M reactions from patents (1976-2016). Task: Predict the reactants needed to synthesize the given product. (1) Given the product [Cl:12][C:13]1[CH:14]=[C:15]([NH:28][C:29]2[C:34]3=[C:35]([CH2:38][S:39]([CH2:40][CH2:41][OH:42])=[O:9])[CH:36]=[CH:37][N:33]3[N:32]=[CH:31][N:30]=2)[CH:16]=[CH:17][C:18]=1[O:19][CH2:20][C:21]1[CH:26]=[CH:25][CH:24]=[C:23]([F:27])[CH:22]=1, predict the reactants needed to synthesize it. The reactants are: ClC1C=CC=C(C(OO)=[O:9])C=1.[Cl:12][C:13]1[CH:14]=[C:15]([NH:28][C:29]2[C:34]3=[C:35]([CH2:38][S:39][CH2:40][CH2:41][OH:42])[CH:36]=[CH:37][N:33]3[N:32]=[CH:31][N:30]=2)[CH:16]=[CH:17][C:18]=1[O:19][CH2:20][C:21]1[CH:26]=[CH:25][CH:24]=[C:23]([F:27])[CH:22]=1. (2) Given the product [CH3:37][O:1][C:2]([C:5]1[N:6]=[CH:7][C:8]([N:11]2[CH2:15][C@@:14]3([CH2:20][CH2:19][CH2:18][C@@:17]([CH2:22][N:23]4[C:27]5[CH:28]=[C:29]([C:32]#[N:33])[CH:30]=[CH:31][C:26]=5[N:25]=[CH:24]4)([CH3:21])[CH2:16]3)[O:13][C:12]2=[O:34])=[N:9][CH:10]=1)([CH3:3])[CH3:4], predict the reactants needed to synthesize it. The reactants are: [OH:1][C:2]([C:5]1[N:6]=[CH:7][C:8]([N:11]2[CH2:15][C@@:14]3([CH2:20][CH2:19][CH2:18][C@@:17]([CH2:22][N:23]4[C:27]5[CH:28]=[C:29]([C:32]#[N:33])[CH:30]=[CH:31][C:26]=5[N:25]=[CH:24]4)([CH3:21])[CH2:16]3)[O:13][C:12]2=[O:34])=[N:9][CH:10]=1)([CH3:4])[CH3:3].[H-].[Na+].[CH3:37]I.